The task is: Predict the reaction yield, written as a fraction of the theoretical maximum amount of product (1.0 means a 100% yield; for example, 0.34 means a 34% yield).. This data is from Reaction yield outcomes from USPTO patents with 853,638 reactions. (1) The reactants are [OH:1][CH:2]([CH3:43])[C:3]([CH3:42])([CH3:41])[O:4][C:5]1[CH:10]=[CH:9][C:8]([N:11]2[C:16](=[O:17])[C:15]([CH2:18][C:19]3[CH:24]=[CH:23][C:22]([C:25]4[CH:30]=[CH:29][CH:28]=[CH:27][C:26]=4[C:31]4[NH:35][C:34](=[O:36])[O:33][N:32]=4)=[CH:21][CH:20]=3)=[C:14]([CH2:37][CH2:38][CH3:39])[N:13]=[C:12]2[CH3:40])=[CH:7][CH:6]=1.CC(OI1(OC(C)=O)(OC(C)=O)OC(=O)C2C1=CC=CC=2)=O.C(OCC)(=O)C.S([O-])([O-])(=O)=S.[Na+].[Na+]. The catalyst is C(Cl)Cl.O. The product is [CH3:41][C:3]([CH3:42])([O:4][C:5]1[CH:6]=[CH:7][C:8]([N:11]2[C:16](=[O:17])[C:15]([CH2:18][C:19]3[CH:24]=[CH:23][C:22]([C:25]4[CH:30]=[CH:29][CH:28]=[CH:27][C:26]=4[C:31]4[NH:35][C:34](=[O:36])[O:33][N:32]=4)=[CH:21][CH:20]=3)=[C:14]([CH2:37][CH2:38][CH3:39])[N:13]=[C:12]2[CH3:40])=[CH:9][CH:10]=1)[C:2](=[O:1])[CH3:43]. The yield is 0.740. (2) The reactants are [CH:1]1([CH2:4][N:5]2[C:13]3[CH:12]=[C:11]([NH:14][C:15](=[O:26])[C:16]4[CH:21]=[CH:20][C:19]([C:22]([OH:25])([CH3:24])[CH3:23])=[CH:18][CH:17]=4)[N:10]=[CH:9][C:8]=3[CH:7]=[CH:6]2)[CH2:3][CH2:2]1.C1C(=O)N([Br:34])C(=O)C1.CCOC(C)=O. The catalyst is C(Cl)Cl. The product is [Br:34][C:7]1[C:8]2[CH:9]=[N:10][C:11]([NH:14][C:15](=[O:26])[C:16]3[CH:17]=[CH:18][C:19]([C:22]([OH:25])([CH3:23])[CH3:24])=[CH:20][CH:21]=3)=[CH:12][C:13]=2[N:5]([CH2:4][CH:1]2[CH2:3][CH2:2]2)[CH:6]=1. The yield is 0.650. (3) The reactants are [Cl:1][C:2]1[CH:3]=[C:4]([C:8]([C:11]#[C:12][C:13]2[CH:18]=[CH:17][CH:16]=[CH:15][C:14]=2[Cl:19])=[CH:9][N:10]=1)[CH:5]=[N:6][OH:7]. The catalyst is C(Cl)(Cl)Cl.[N+]([O-])([O-])=O.[Ag+]. The product is [Cl:1][C:2]1[CH:3]=[C:4]2[C:8]([CH:11]=[C:12]([C:13]3[CH:18]=[CH:17][CH:16]=[CH:15][C:14]=3[Cl:19])[N+:6]([O-:7])=[CH:5]2)=[CH:9][N:10]=1. The yield is 0.800.